This data is from Forward reaction prediction with 1.9M reactions from USPTO patents (1976-2016). The task is: Predict the product of the given reaction. (1) Given the reactants [F:1][C:2]([F:42])([F:41])[CH:3]([C:35]1[CH:36]=[N:37][CH:38]=[CH:39][CH:40]=1)[O:4][C:5]1[C:6]([NH:15][S:16]([C:19]2[CH:34]=[CH:33][C:22]([CH2:23][CH2:24][NH:25]C(=O)OC(C)(C)C)=[CH:21][CH:20]=2)(=[O:18])=[O:17])=[N:7][C:8]2[C:13]([N:14]=1)=[CH:12][CH:11]=[CH:10][CH:9]=2.FC(F)(F)C(O)=O, predict the reaction product. The product is: [NH2:25][CH2:24][CH2:23][C:22]1[CH:21]=[CH:20][C:19]([S:16]([NH:15][C:6]2[C:5]([O:4][CH:3]([C:35]3[CH:36]=[N:37][CH:38]=[CH:39][CH:40]=3)[C:2]([F:41])([F:1])[F:42])=[N:14][C:13]3[C:8](=[CH:9][CH:10]=[CH:11][CH:12]=3)[N:7]=2)(=[O:17])=[O:18])=[CH:34][CH:33]=1. (2) Given the reactants [OH-].[Li+].[C:3]([C:5]1[CH:6]=[C:7]([C:15]2[N:20]=[CH:19][C:18]([C:21]3[C:22]([CH2:36][CH3:37])=[C:23]([CH2:27][CH2:28][N:29]([CH3:35])[CH2:30][C:31]([O:33]C)=[O:32])[CH:24]=[CH:25][CH:26]=3)=[CH:17][N:16]=2)[CH:8]=[CH:9][C:10]=1[CH2:11][CH:12]([CH3:14])[CH3:13])#[N:4].C(O)(C)C.O, predict the reaction product. The product is: [C:3]([C:5]1[CH:6]=[C:7]([C:15]2[N:16]=[CH:17][C:18]([C:21]3[C:22]([CH2:36][CH3:37])=[C:23]([CH2:27][CH2:28][N:29]([CH3:35])[CH2:30][C:31]([OH:33])=[O:32])[CH:24]=[CH:25][CH:26]=3)=[CH:19][N:20]=2)[CH:8]=[CH:9][C:10]=1[CH2:11][CH:12]([CH3:14])[CH3:13])#[N:4]. (3) Given the reactants [CH3:1][N:2]1[C:7](=[O:8])[N:6]([NH:9]C(=O)C)[CH2:5][C:4]([CH3:13])=[N:3]1.Cl.[OH-].[Na+], predict the reaction product. The product is: [NH2:9][N:6]1[CH2:5][C:4]([CH3:13])=[N:3][N:2]([CH3:1])[C:7]1=[O:8].